The task is: Predict the reaction yield, written as a fraction of the theoretical maximum amount of product (1.0 means a 100% yield; for example, 0.34 means a 34% yield).. This data is from Reaction yield outcomes from USPTO patents with 853,638 reactions. (1) The catalyst is O. The reactants are [Cl:1][C:2]1[CH:14]=[CH:13][C:5]([CH2:6][CH:7]2[CH2:12][CH2:11][NH:10][CH2:9][CH2:8]2)=[CH:4][CH:3]=1.[CH:15]([C:17]([CH3:19])=[O:18])=[CH2:16]. The product is [ClH:1].[Cl:1][C:2]1[CH:3]=[CH:4][C:5]([CH2:6][CH:7]2[CH2:8][CH2:9][N:10]([CH2:16][CH2:15][CH:17]([OH:18])[CH3:19])[CH2:11][CH2:12]2)=[CH:13][CH:14]=1. The yield is 0.900. (2) The catalyst is C(OCC)(=O)C.O. The product is [Cl:47][C:41]1[CH:40]=[CH:39][C:38]([C:7]2[CH:8]=[CH:9][C:10]3[O:14][C:13]([C:15]4[CH:20]=[CH:19][C:18]([F:21])=[CH:17][CH:16]=4)=[C:12]([C:22](=[O:25])[NH:23][CH3:24])[C:11]=3[CH:26]=2)=[CH:46][C:42]=1[C:43]([OH:45])=[O:44]. The yield is 0.320. The reactants are FC(F)(F)S(O[C:7]1[CH:8]=[CH:9][C:10]2[O:14][C:13]([C:15]3[CH:20]=[CH:19][C:18]([F:21])=[CH:17][CH:16]=3)=[C:12]([C:22](=[O:25])[NH:23][CH3:24])[C:11]=2[CH:26]=1)(=O)=O.O1CCOCC1.B([C:38]1[CH:39]=[CH:40][C:41]([Cl:47])=[C:42]([CH:46]=1)[C:43]([OH:45])=[O:44])(O)O.C(=O)([O-])[O-].[Cs+].[Cs+].